From a dataset of Catalyst prediction with 721,799 reactions and 888 catalyst types from USPTO. Predict which catalyst facilitates the given reaction. (1) Reactant: [CH2:1]([NH:8][C:9](=[O:22])[C@@:10]([NH2:21])([C:14]([O:16][C:17](C)(C)C)=O)COC)[C:2]1[CH:7]=[CH:6][CH:5]=[CH:4][CH:3]=1.C(NC(=O)[C@H:32](N)[CH2:33][O:34]C)C1C=CC=CC=1.Cl.C(OC(=O)C)(=O)C. Product: [CH3:32][C:33]([NH:21][C@@H:10]([C:9]([NH:8][CH2:1][C:2]1[CH:3]=[CH:4][CH:5]=[CH:6][CH:7]=1)=[O:22])[CH2:14][O:16][CH3:17])=[O:34]. The catalyst class is: 69. (2) Reactant: Br[C:2]1[C:3]([Cl:32])=[CH:4][C:5]([O:30][CH3:31])=[C:6]([NH:8][C@@H:9]([CH3:29])[C:10]([N:12]2[CH2:17][CH2:16][N:15]([CH:18]3[CH2:21][N:20]([C:22]([O:24][C:25]([CH3:28])([CH3:27])[CH3:26])=[O:23])[CH2:19]3)[CH2:14][CH2:13]2)=[O:11])[CH:7]=1.[Zn](CC)[CH2:34][CH3:35]. Product: [Cl:32][C:3]1[C:2]([CH2:34][CH3:35])=[CH:7][C:6]([NH:8][C@@H:9]([CH3:29])[C:10]([N:12]2[CH2:13][CH2:14][N:15]([CH:18]3[CH2:19][N:20]([C:22]([O:24][C:25]([CH3:28])([CH3:26])[CH3:27])=[O:23])[CH2:21]3)[CH2:16][CH2:17]2)=[O:11])=[C:5]([O:30][CH3:31])[CH:4]=1. The catalyst class is: 450. (3) The catalyst class is: 16. Product: [CH:2]([C:3]1[C:8]([CH3:9])=[CH:7][CH:6]=[CH:5][C:4]=1[CH2:10][CH2:11][C:12]([O:14][C:15]([CH3:18])([CH3:17])[CH3:16])=[O:13])=[O:1]. Reactant: [OH:1][CH2:2][C:3]1[C:8]([CH3:9])=[CH:7][CH:6]=[CH:5][C:4]=1[CH2:10][CH2:11][C:12]([O:14][C:15]([CH3:18])([CH3:17])[CH3:16])=[O:13].C(N(CC)CC)C.Cl.C(OCC)(=O)C. (4) Reactant: [Si]([O:8][CH2:9][C:10]1[CH:15]=[CH:14][CH:13]=[CH:12][C:11]=1[NH:16][C:17]1[N:25]=[C:24]2[C:20]([NH:21][C:22](=[O:34])[N:23]2[C:26]2[CH:31]=[CH:30][CH:29]=[CH:28][C:27]=2[O:32][CH3:33])=[C:19]([C:35]([O:37]CC)=O)[N:18]=1)(C(C)(C)C)(C)C.[NH2:40]C1C(C(OCC)=O)=NC(NC2C=CC=C(CO[Si](C(C)(C)C)(C)C)C=2)=NC=1NC1C=CC=CC=1OC. Product: [OH:8][CH2:9][C:10]1[CH:15]=[CH:14][CH:13]=[CH:12][C:11]=1[NH:16][C:17]1[N:25]=[C:24]2[C:20]([NH:21][C:22](=[O:34])[N:23]2[C:26]2[CH:31]=[CH:30][CH:29]=[CH:28][C:27]=2[O:32][CH3:33])=[C:19]([C:35]([NH2:40])=[O:37])[N:18]=1. The catalyst class is: 4.